From a dataset of Full USPTO retrosynthesis dataset with 1.9M reactions from patents (1976-2016). Predict the reactants needed to synthesize the given product. (1) Given the product [CH2:1]([O:8][C:24]1[N:25]=[N:26][C:21](/[CH:20]=[CH:19]/[C:14]2[CH:15]=[C:16]([F:18])[CH:17]=[C:12]([F:11])[CH:13]=2)=[CH:22][C:23]=1[O:30][CH2:29][C:31]1[CH:32]=[CH:33][CH:34]=[CH:28][CH:37]=1)[C:2]1[CH:7]=[CH:6][CH:5]=[CH:4][CH:3]=1, predict the reactants needed to synthesize it. The reactants are: [CH2:1]([OH:8])[C:2]1[CH:7]=[CH:6][CH:5]=[CH:4][CH:3]=1.[H-].[Na+].[F:11][C:12]1[CH:13]=[C:14](/[CH:19]=[CH:20]/[C:21]2[N:26]=[N:25][C:24]3O[C:28]4[CH:34]=[CH:33][CH:32]=[CH:31][C:29]=4[O:30][C:23]=3[CH:22]=2)[CH:15]=[C:16]([F:18])[CH:17]=1.O.O1CCC[CH2:37]1. (2) Given the product [Cl:35][C:31]1[CH:30]=[C:29]([C:27]2[N:28]=[C:24]([NH:23][C:2]3[CH:17]=[C:6]([O:7][CH2:8][CH2:9][O:10][CH:11]4[CH2:16][CH2:15][CH2:14][CH2:13][O:12]4)[C:5]([O:18][CH3:19])=[CH:4][C:3]=3[N+:20]([O-:22])=[O:21])[S:25][C:26]=2[C:36]([NH2:38])=[O:37])[CH:34]=[CH:33][CH:32]=1, predict the reactants needed to synthesize it. The reactants are: F[C:2]1[C:3]([N+:20]([O-:22])=[O:21])=[CH:4][C:5]([O:18][CH3:19])=[C:6]([CH:17]=1)[O:7][CH2:8][CH2:9][O:10][CH:11]1[CH2:16][CH2:15][CH2:14][CH2:13][O:12]1.[NH2:23][C:24]1[S:25][C:26]([C:36]([NH2:38])=[O:37])=[C:27]([C:29]2[CH:34]=[CH:33][CH:32]=[C:31]([Cl:35])[CH:30]=2)[N:28]=1.C(=O)([O-])[O-].[Cs+].[Cs+].[Cl-].[NH4+]. (3) Given the product [NH2:2][C:1]1[C:3]([CH2:5][CH2:6][CH:7]=[CH2:8])([CH3:4])[S:9](=[O:10])(=[O:11])[CH2:12][C@:13]([C:15]2[CH:20]=[C:19]([N+:21]([O-:23])=[O:22])[CH:18]=[CH:17][C:16]=2[F:24])([CH3:14])[N:25]=1, predict the reactants needed to synthesize it. The reactants are: [C:1]([C:3]([S:9]([CH2:12][C@:13]([NH:25][S@@](C(C)(C)C)=O)([C:15]1[CH:20]=[C:19]([N+:21]([O-:23])=[O:22])[CH:18]=[CH:17][C:16]=1[F:24])[CH3:14])(=[O:11])=[O:10])([CH2:5][CH2:6][CH:7]=[CH2:8])[CH3:4])#[N:2].Cl.O1CCOCC1. (4) Given the product [CH2:20]([O:19][C:17](=[O:18])[NH:2][C@@H:3]([C@@H:6]([F:9])[CH2:7][CH3:8])[CH2:4][OH:5])[C:21]1[CH:26]=[CH:25][CH:24]=[CH:23][CH:22]=1, predict the reactants needed to synthesize it. The reactants are: Cl.[NH2:2][C@@H:3]([C@@H:6]([F:9])[CH2:7][CH3:8])[CH2:4][OH:5].C(=O)([O-])[O-].[K+].[K+].Cl[C:17]([O:19][CH2:20][C:21]1[CH:26]=[CH:25][CH:24]=[CH:23][CH:22]=1)=[O:18].C(=O)([O-])O.[Na+]. (5) The reactants are: [NH2:1][C:2]1[CH:7]=[CH:6][C:5]([C:8]2[C:9]([N:28]([CH3:33])[S:29]([CH3:32])(=[O:31])=[O:30])=[CH:10][C:11]3[O:15][C:14]([C:16]4[CH:21]=[CH:20][C:19]([F:22])=[CH:18][CH:17]=4)=[C:13]([C:23]([NH:25][CH3:26])=[O:24])[C:12]=3[CH:27]=2)=[CH:4][C:3]=1[C:34]1[O:35][C:36]2[CH:42]=[CH:41][CH:40]=[C:39]([F:43])[C:37]=2[N:38]=1.N1C=CC=CC=1.[CH3:50][S:51](Cl)(=[O:53])=[O:52]. Given the product [F:43][C:39]1[C:37]2[N:38]=[C:34]([C:3]3[CH:4]=[C:5]([C:8]4[C:9]([N:28]([CH3:33])[S:29]([CH3:32])(=[O:30])=[O:31])=[CH:10][C:11]5[O:15][C:14]([C:16]6[CH:21]=[CH:20][C:19]([F:22])=[CH:18][CH:17]=6)=[C:13]([C:23]([NH:25][CH3:26])=[O:24])[C:12]=5[CH:27]=4)[CH:6]=[CH:7][C:2]=3[NH:1][S:51]([CH3:50])(=[O:53])=[O:52])[O:35][C:36]=2[CH:42]=[CH:41][CH:40]=1, predict the reactants needed to synthesize it. (6) Given the product [F:34][C:28]([F:35])([CH:25]([OH:26])[C:22]1[CH:21]=[CH:20][C:19]([C:4]2[CH:5]=[C:6]([NH:8][C:9]3[N:14]=[C:13]([C:15]([F:18])([F:17])[F:16])[CH:12]=[CH:11][N:10]=3)[CH:7]=[C:2]([CH3:1])[CH:3]=2)=[CH:24][N:23]=1)[C:29]([O:31][CH2:32][CH3:33])=[O:30], predict the reactants needed to synthesize it. The reactants are: [CH3:1][C:2]1[CH:3]=[C:4]([C:19]2[CH:20]=[CH:21][C:22]([CH:25]=[O:26])=[N:23][CH:24]=2)[CH:5]=[C:6]([NH:8][C:9]2[N:14]=[C:13]([C:15]([F:18])([F:17])[F:16])[CH:12]=[CH:11][N:10]=2)[CH:7]=1.Br[C:28]([F:35])([F:34])[C:29]([O:31][CH2:32][CH3:33])=[O:30]. (7) The reactants are: [F:1][C:2]([F:16])([F:15])[C:3]([C:9]1[CH:14]=[CH:13][CH:12]=[CH:11][CH:10]=1)([OH:8])[C:4]([F:7])([F:6])[F:5].[N+:17]([O-])([OH:19])=[O:18]. Given the product [F:1][C:2]([F:15])([F:16])[C:3]([C:9]1[CH:10]=[CH:11][CH:12]=[C:13]([N+:17]([O-:19])=[O:18])[CH:14]=1)([OH:8])[C:4]([F:6])([F:5])[F:7], predict the reactants needed to synthesize it. (8) The reactants are: [Br:1][C:2]1[CH:3]=[CH:4][C:5]([C:8]2[N:12]=[CH:11][NH:10][N:9]=2)=[N:6][CH:7]=1.[O:13]1[CH:18]=[CH:17][CH2:16][CH2:15][CH2:14]1.CC1C=CC(S(O)(=O)=O)=CC=1. Given the product [Br:1][C:2]1[CH:3]=[CH:4][C:5]([C:8]2[N:12]=[CH:11][N:10]([CH:14]3[CH2:15][CH2:16][CH2:17][CH2:18][O:13]3)[N:9]=2)=[N:6][CH:7]=1, predict the reactants needed to synthesize it. (9) Given the product [O:32]=[C:30]1[NH:31][CH:25]([CH2:24][CH2:23][C:21]2[NH:20][C:17]3=[N:18][CH:19]=[C:14]([C:11]4[CH:10]=[CH:9][C:8]([S:5]([NH:1][C:4]5[CH:3]=[CH:2][CH:39]=[CH:34][C:35]=5[CH3:36])(=[O:7])=[O:6])=[CH:13][CH:12]=4)[CH:15]=[C:16]3[N:22]=2)[CH2:26][CH2:27][CH2:28][CH2:29]1, predict the reactants needed to synthesize it. The reactants are: [N:1]1([S:5]([C:8]2[CH:13]=[CH:12][C:11]([C:14]3[CH:15]=[C:16]4[N:22]=[C:21]([CH2:23][CH2:24][CH:25]5[NH:31][C:30](=[O:32])[CH2:29][CH2:28][CH2:27][CH2:26]5)[NH:20][C:17]4=[N:18][CH:19]=3)=[CH:10][CH:9]=2)(=[O:7])=[O:6])[CH2:4][CH2:3][CH2:2]1.Br[C:34]1[CH:39]=CC(S(N[C:34]2[CH:39]=CC=[CH:36][C:35]=2C)(=O)=O)=[CH:36][CH:35]=1.BrC1C=C2N=C(CCC3NC(=O)CCCC3)NC2=NC=1. (10) Given the product [C:29]([NH:28][C:22]1[CH:23]=[CH:24][CH:25]=[C:26]2[C:21]=1[C:20](=[O:32])[N:19]([CH:5]([C:6]1[CH:11]=[CH:10][C:9]([O:12][CH:13]([F:14])[F:15])=[C:8]([O:16][CH2:17][CH3:18])[CH:7]=1)[CH2:4][C:3]([OH:33])=[O:2])[CH2:27]2)(=[O:31])[CH3:30], predict the reactants needed to synthesize it. The reactants are: C[O:2][C:3](=[O:33])[CH2:4][CH:5]([N:19]1[CH2:27][C:26]2[C:21](=[C:22]([NH:28][C:29](=[O:31])[CH3:30])[CH:23]=[CH:24][CH:25]=2)[C:20]1=[O:32])[C:6]1[CH:11]=[CH:10][C:9]([O:12][CH:13]([F:15])[F:14])=[C:8]([O:16][CH2:17][CH3:18])[CH:7]=1.[OH-].[Na+].